Dataset: hERG potassium channel inhibition data for cardiac toxicity prediction from Karim et al.. Task: Regression/Classification. Given a drug SMILES string, predict its toxicity properties. Task type varies by dataset: regression for continuous values (e.g., LD50, hERG inhibition percentage) or binary classification for toxic/non-toxic outcomes (e.g., AMES mutagenicity, cardiotoxicity, hepatotoxicity). Dataset: herg_karim. (1) The molecule is CCOC(=O)NCCc1ccccc1-c1ccc([C@H]2CNCC[C@@H]2c2ccn(C)c(=O)c2)c(Cl)c1. The result is 1 (blocker). (2) The drug is CCOc1cc2ncc(C(N)=O)c(Nc3cccc(Cl)c3Cl)c2cc1N1CCCN(C(C)C)CC1. The result is 1 (blocker). (3) The molecule is NC(=O)c1cncc(O[C@@H]2C[C@@H]3CC[C@H](C2)N3Cc2ccccc2)n1. The result is 0 (non-blocker).